The task is: Predict the reactants needed to synthesize the given product.. This data is from Full USPTO retrosynthesis dataset with 1.9M reactions from patents (1976-2016). (1) Given the product [CH3:21][C:5]1[CH:4]=[C:3]([C:22]2[CH:27]=[CH:26][CH:25]=[C:24]([C:28]([F:31])([F:30])[F:29])[CH:23]=2)[C:2]([N:1]([S:40]([CH3:39])(=[O:42])=[O:41])[S:40]([CH3:39])(=[O:42])=[O:41])=[N:7][C:6]=1[C:8]([N:10]1[CH2:15][CH2:14][CH:13]([N:16]2[CH2:17][CH2:18][CH2:19][CH2:20]2)[CH2:12][CH2:11]1)=[O:9], predict the reactants needed to synthesize it. The reactants are: [NH2:1][C:2]1[N:7]=[C:6]([C:8]([N:10]2[CH2:15][CH2:14][CH:13]([N:16]3[CH2:20][CH2:19][CH2:18][CH2:17]3)[CH2:12][CH2:11]2)=[O:9])[C:5]([CH3:21])=[CH:4][C:3]=1[C:22]1[CH:27]=[CH:26][CH:25]=[C:24]([C:28]([F:31])([F:30])[F:29])[CH:23]=1.CCN(CC)CC.[CH3:39][S:40](Cl)(=[O:42])=[O:41]. (2) Given the product [C:1]([C:5]1[O:9][N:8]=[C:7]([NH:10][C:11]([NH:13][C:14]2[CH:19]=[CH:18][CH:17]=[C:16]([C:20]#[C:21][C:22]3[C:23]([NH:29][CH2:30][CH2:31][N:32]4[CH2:36][CH2:35][CH2:34][CH2:33]4)=[N:24][CH:25]=[N:26][CH:27]=3)[CH:15]=2)=[O:12])[CH:6]=1)([CH3:4])([CH3:3])[CH3:2], predict the reactants needed to synthesize it. The reactants are: [C:1]([C:5]1[O:9][N:8]=[C:7]([NH:10][C:11]([NH:13][C:14]2[CH:19]=[CH:18][CH:17]=[C:16]([C:20]#[C:21][C:22]3[C:23](Cl)=[N:24][CH:25]=[N:26][CH:27]=3)[CH:15]=2)=[O:12])[CH:6]=1)([CH3:4])([CH3:3])[CH3:2].[NH2:29][CH2:30][CH2:31][N:32]1[CH2:36][CH2:35][CH2:34][CH2:33]1. (3) Given the product [Br:4][C:5]1[CH:6]=[N:7][CH:8]=[CH:9][C:10]=1[C:11](=[O:12])[CH3:1], predict the reactants needed to synthesize it. The reactants are: [CH3:1][Mg+].[Br-].[Br:4][C:5]1[CH:6]=[N:7][CH:8]=[CH:9][C:10]=1[C:11](N(C)OC)=[O:12]. (4) Given the product [CH2:1]([N:8]([CH:9]1[CH2:14][CH:13]([CH:15]([CH3:17])[CH3:16])[CH2:12][C:11]([C:18]2[CH:23]=[CH:22][N:21]=[CH:20][C:19]=2[N+:24]([O-:26])=[O:25])=[CH:10]1)[C:39](=[O:40])[O:38][C:35]([CH3:37])([CH3:36])[CH3:34])[C:2]1[CH:3]=[CH:4][CH:5]=[CH:6][CH:7]=1, predict the reactants needed to synthesize it. The reactants are: [CH2:1]([NH:8][CH:9]1[CH2:14][CH:13]([CH:15]([CH3:17])[CH3:16])[CH2:12][C:11]([C:18]2[CH:23]=[CH:22][N:21]=[CH:20][C:19]=2[N+:24]([O-:26])=[O:25])=[CH:10]1)[C:2]1[CH:7]=[CH:6][CH:5]=[CH:4][CH:3]=1.C(N(CC)CC)C.[CH3:34][C:35]([O:38][C:39](O[C:39]([O:38][C:35]([CH3:37])([CH3:36])[CH3:34])=[O:40])=[O:40])([CH3:37])[CH3:36]. (5) Given the product [CH3:8][C:7]1[CH:9]=[CH:10][C:4]([S:1]([O:23][CH2:22][CH2:21][C@@H:20]([C:15]2[CH:16]=[C:17]([F:19])[CH:18]=[C:13]([F:12])[CH:14]=2)[C:24]2[CH:29]=[CH:28][C:27]([S:30]([CH3:33])(=[O:32])=[O:31])=[CH:26][CH:25]=2)(=[O:3])=[O:2])=[CH:5][CH:6]=1, predict the reactants needed to synthesize it. The reactants are: [S:1](Cl)([C:4]1[CH:10]=[CH:9][C:7]([CH3:8])=[CH:6][CH:5]=1)(=[O:3])=[O:2].[F:12][C:13]1[CH:14]=[C:15]([C@@H:20]([C:24]2[CH:29]=[CH:28][C:27]([S:30]([CH3:33])(=[O:32])=[O:31])=[CH:26][CH:25]=2)[CH2:21][CH2:22][OH:23])[CH:16]=[C:17]([F:19])[CH:18]=1. (6) Given the product [CH3:17][O:16][C:14](=[O:15])[CH:8]([CH2:9][CH2:10][C:11](=[O:13])[NH:49][O:48][C:29]([C:30]1[CH:35]=[CH:34][CH:33]=[CH:32][CH:31]=1)([C:42]1[CH:43]=[CH:44][CH:45]=[CH:46][CH:47]=1)[C:36]1[CH:37]=[CH:38][CH:39]=[CH:40][CH:41]=1)[CH2:7][C:6]([O:5][C:1]([CH3:2])([CH3:3])[CH3:4])=[O:18], predict the reactants needed to synthesize it. The reactants are: [C:1]([O:5][C:6](=[O:18])[CH2:7][CH:8]([C:14]([O:16][CH3:17])=[O:15])[CH2:9][CH2:10][C:11]([OH:13])=O)([CH3:4])([CH3:3])[CH3:2].C1C=CC2N(O)N=NC=2C=1.[C:29]([O:48][NH2:49])([C:42]1[CH:47]=[CH:46][CH:45]=[CH:44][CH:43]=1)([C:36]1[CH:41]=[CH:40][CH:39]=[CH:38][CH:37]=1)[C:30]1[CH:35]=[CH:34][CH:33]=[CH:32][CH:31]=1.CC(C)N=C=NC(C)C.